From a dataset of Forward reaction prediction with 1.9M reactions from USPTO patents (1976-2016). Predict the product of the given reaction. (1) Given the reactants [Br:1][C:2]1[CH:3]=[C:4]2[C:9](=[CH:10][CH:11]=1)[O:8][CH:7]([C:12]1[CH:17]=[CH:16][CH:15]=[CH:14][CH:13]=1)[CH2:6][C:5]2=O.C[Si]([N:23]=[C:24]=[N:25][Si](C)(C)C)(C)C, predict the reaction product. The product is: [Br:1][C:2]1[CH:3]=[C:4]2[C:9](=[CH:10][CH:11]=1)[O:8][CH:7]([C:12]1[CH:17]=[CH:16][CH:15]=[CH:14][CH:13]=1)[CH2:6]/[C:5]/2=[N:25]\[C:24]#[N:23]. (2) Given the reactants [C:1]([O:5][C:6]([N:8]1[CH2:13][CH2:12][N:11]([C:14]([C:16]2[CH:20]=[C:19]([CH3:21])[N:18]([C:22]3[CH:27]=[CH:26][CH:25]=[CH:24][CH:23]=3)[C:17]=2[C:28]2[CH:33]=[CH:32][CH:31]=[CH:30][CH:29]=2)=[O:15])[C@H:10]([CH2:34][N:35]([CH:43]([CH3:45])[CH3:44])[C:36](=O)[CH2:37][CH2:38][C:39]([OH:41])=O)[CH2:9]1)=[O:7])([CH3:4])([CH3:3])[CH3:2].CC[N:48]=C=NCCCN(C)C.Cl.CN(C=O)C.[OH2:63], predict the reaction product. The product is: [NH2:48][C:39](=[O:41])[CH2:38][CH2:37][C:36]([N:35]([CH2:34][C@H:10]1[N:11]([C:14]([C:16]2[CH:20]=[C:19]([CH3:21])[N:18]([C:22]3[CH:23]=[CH:24][CH:25]=[CH:26][CH:27]=3)[C:17]=2[C:28]2[CH:29]=[CH:30][CH:31]=[CH:32][CH:33]=2)=[O:15])[CH2:12][CH2:13][N:8]([C:6]([O:5][C:1]([CH3:2])([CH3:3])[CH3:4])=[O:7])[CH2:9]1)[CH:43]([CH3:45])[CH3:44])=[O:63]. (3) Given the reactants [OH:1][C:2]1[CH:3]=[CH:4][C:5]([CH:8]=[C:9]2[NH:14][C:13](=[O:15])[C:12](=[CH:16][CH2:17][C:18]3[CH:23]=[CH:22][CH:21]=[CH:20]C=3)[NH:11][C:10]2=[O:24])=[N:6][CH:7]=1.[NH4+].[Cl-], predict the reaction product. The product is: [CH2:16]([CH:12]1[NH:11][C:10](=[O:24])/[C:9](=[CH:8]/[C:5]2[CH:4]=[CH:3][C:2]([OH:1])=[CH:7][N:6]=2)/[NH:14][C:13]1=[O:15])[C:17]1[CH:18]=[CH:23][CH:22]=[CH:21][CH:20]=1. (4) Given the reactants [C:1]([O:5][C:6]([N:8]1[CH2:13][CH2:12][N:11]([C:14]2[CH:19]=[CH:18][CH:17]=[C:16](Br)[N:15]=2)[CH2:10][CH2:9]1)=[O:7])([CH3:4])([CH3:3])[CH3:2].[CH3:21][C:22]1([CH3:37])[CH2:31][CH2:30][C:29]([CH3:33])([CH3:32])[C:28]2[CH:27]=[C:26](B(O)O)[CH:25]=[CH:24][C:23]1=2.O.P([O-])([O-])([O-])=O.[K+].[K+].[K+].O, predict the reaction product. The product is: [C:1]([O:5][C:6]([N:8]1[CH2:13][CH2:12][N:11]([C:14]2[CH:19]=[CH:18][CH:17]=[C:16]([C:26]3[CH:25]=[CH:24][C:23]4[C:22]([CH3:37])([CH3:21])[CH2:31][CH2:30][C:29]([CH3:33])([CH3:32])[C:28]=4[CH:27]=3)[N:15]=2)[CH2:10][CH2:9]1)=[O:7])([CH3:4])([CH3:3])[CH3:2]. (5) Given the reactants I[C:2]1[N:3]=[CH:4][N:5]2[CH:9]=[CH:8][S:7][C:6]=12.[CH3:10][C:11]1[CH:16]=[CH:15][C:14]([CH:17]=[O:18])=[CH:13][N:12]=1, predict the reaction product. The product is: [CH3:10][C:11]1[N:12]=[CH:13][C:14]([C:17]([C:2]2[N:3]=[CH:4][N:5]3[CH:9]=[CH:8][S:7][C:6]=23)=[O:18])=[CH:15][CH:16]=1. (6) Given the reactants C([O:8][C:9]1[CH:10]=[C:11]([C:15]2[CH:16]=[C:17]3[N:23]=[C:22]([CH2:24][CH2:25][C:26]4[N:31]=[C:30]([NH2:32])[CH:29]=[C:28]([CH3:33])[CH:27]=4)[NH:21][C:18]3=[N:19][CH:20]=2)[CH:12]=[CH:13][CH:14]=1)C1C=CC=CC=1, predict the reaction product. The product is: [NH2:32][C:30]1[N:31]=[C:26]([CH2:25][CH2:24][C:22]2[NH:21][C:18]3=[N:19][CH:20]=[C:15]([C:11]4[CH:10]=[C:9]([OH:8])[CH:14]=[CH:13][CH:12]=4)[CH:16]=[C:17]3[N:23]=2)[CH:27]=[C:28]([CH3:33])[CH:29]=1. (7) Given the reactants [CH3:1][O:2][C:3]1[CH:4]=[C:5]2[C:10](=[CH:11][C:12]=1[O:13][CH3:14])[CH2:9][N:8]([CH2:15][CH:16]([C:21]([CH2:23][Si](C)(C)C)=[CH2:22])[CH2:17][CH:18]([CH3:20])[CH3:19])[CH2:7][CH2:6]2.ClC1C(=O)C(C#N)=C(C#N)C(=O)C=1Cl.C([O-])(O)=O.[Na+], predict the reaction product. The product is: [CH2:17]([CH:16]1[CH2:15][N:8]2[CH2:7][CH2:6][C:5]3[C:10]([CH:9]2[CH2:22][C:21]1=[CH2:23])=[CH:11][C:12]([O:13][CH3:14])=[C:3]([O:2][CH3:1])[CH:4]=3)[CH:18]([CH3:20])[CH3:19].